From a dataset of Reaction yield outcomes from USPTO patents with 853,638 reactions. Predict the reaction yield, written as a fraction of the theoretical maximum amount of product (1.0 means a 100% yield; for example, 0.34 means a 34% yield). (1) The reactants are [C:1]([C:3]1[CH:25]=[CH:24][C:6]([C:7]([NH:9][CH2:10][C:11]2[CH:16]=[N:15][C:14]([CH3:17])=[C:13]3[O:18]C(C)(C)[O:20][CH2:21][C:12]=23)=[O:8])=[CH:5][CH:4]=1)#[N:2].C(O)=O. The catalyst is O. The product is [C:1]([C:3]1[CH:4]=[CH:5][C:6]([C:7]([NH:9][CH2:10][C:11]2[CH:16]=[N:15][C:14]([CH3:17])=[C:13]([OH:18])[C:12]=2[CH2:21][OH:20])=[O:8])=[CH:24][CH:25]=1)#[N:2]. The yield is 0.990. (2) The reactants are [NH2:1][C:2]1[C:3]([OH:13])=[C:4]([S:9]([NH2:12])(=[O:11])=[O:10])[C:5]([Cl:8])=[CH:6][CH:7]=1.[CH3:14][C:15]1[C:19]([N:20]=[C:21]=[O:22])=[C:18]([CH3:23])[O:17][N:16]=1. The catalyst is CN(C)C=O. The product is [NH2:12][S:9]([C:4]1[C:3]([OH:13])=[C:2]([NH:1][C:21]([NH:20][C:19]2[C:15]([CH3:14])=[N:16][O:17][C:18]=2[CH3:23])=[O:22])[CH:7]=[CH:6][C:5]=1[Cl:8])(=[O:11])=[O:10]. The yield is 0.490. (3) The reactants are [F:1][C:2]1[CH:9]=[CH:8][C:5]([C:6]#[N:7])=[C:4]([CH3:10])[CH:3]=1.[N+:11]([O-])([O-:13])=[O:12].[K+]. The catalyst is S(=O)(=O)(O)O. The product is [F:1][C:2]1[C:9]([N+:11]([O-:13])=[O:12])=[CH:8][C:5]([C:6]#[N:7])=[C:4]([CH3:10])[CH:3]=1. The yield is 0.940. (4) The reactants are [C:1]([OH:7])(=[O:6])[CH2:2][C:3](O)=O.[CH:8](=O)[CH2:9][CH2:10][CH2:11][CH2:12][CH2:13][CH2:14][CH2:15][CH2:16][CH2:17][CH2:18]C.N1CCCCC1.Cl. The catalyst is N1C=CC=CC=1. The product is [C:1]([OH:7])(=[O:6])/[CH:2]=[CH:3]/[CH2:18][CH2:17][CH2:16][CH2:15][CH2:14][CH2:13][CH2:12][CH2:11][CH2:10][CH2:9][CH3:8]. The yield is 0.656. (5) The reactants are C(O)C.[Br:4][C:5]1[N:6]=[C:7]([S:15][CH3:16])[C:8]2[N:9]([C:11](I)=[CH:12][N:13]=2)[CH:10]=1.[CH:17]1([NH:20][C:21]([C:23]2[CH:28]=[CH:27][C:26](B3OC(C)(C)C(C)(C)O3)=[CH:25][CH:24]=2)=[O:22])[CH2:19][CH2:18]1.C(=O)([O-])O.[Na+]. The catalyst is C1C=CC([P]([Pd]([P](C2C=CC=CC=2)(C2C=CC=CC=2)C2C=CC=CC=2)([P](C2C=CC=CC=2)(C2C=CC=CC=2)C2C=CC=CC=2)[P](C2C=CC=CC=2)(C2C=CC=CC=2)C2C=CC=CC=2)(C2C=CC=CC=2)C2C=CC=CC=2)=CC=1.C(OCC)(=O)C.O. The product is [Br:4][C:5]1[N:6]=[C:7]([S:15][CH3:16])[C:8]2[N:9]([C:11]([C:26]3[CH:27]=[CH:28][C:23]([C:21]([NH:20][CH:17]4[CH2:18][CH2:19]4)=[O:22])=[CH:24][CH:25]=3)=[CH:12][N:13]=2)[CH:10]=1. The yield is 0.790. (6) The reactants are [F:1][C:2]1[C:3]([C:15]#N)=[N:4][CH:5]=[CH:6][C:7]=1[C:8]1[CH:9]=[N:10][CH:11]=[CH:12][C:13]=1[CH3:14].[F:17][C:18]1[CH:23]=[CH:22][C:21]([Mg]Br)=[CH:20][CH:19]=1.Cl.[OH-:27].[Na+]. The catalyst is C1COCC1.C(Cl)Cl.O. The product is [F:1][C:2]1[C:3]([C:15]([C:21]2[CH:22]=[CH:23][C:18]([F:17])=[CH:19][CH:20]=2)=[O:27])=[N:4][CH:5]=[CH:6][C:7]=1[C:8]1[CH:9]=[N:10][CH:11]=[CH:12][C:13]=1[CH3:14]. The yield is 0.653.